From a dataset of Full USPTO retrosynthesis dataset with 1.9M reactions from patents (1976-2016). Predict the reactants needed to synthesize the given product. (1) The reactants are: [F:1][C:2]1[CH:3]=[C:4]([CH:7]=[CH:8][C:9]=1F)[CH:5]=[O:6].[CH3:11][C:12]1[N:13]=[CH:14][NH:15][CH:16]=1.C(=O)([O-])[O-].[K+].[K+].C(OCC)(=O)C. Given the product [F:1][C:2]1[CH:3]=[C:4]([CH:7]=[CH:8][C:9]=1[N:15]1[CH:16]=[C:12]([CH3:11])[N:13]=[CH:14]1)[CH:5]=[O:6], predict the reactants needed to synthesize it. (2) Given the product [Cl:40][C:41]1[CH:42]=[C:43]([CH:46]=[CH:47][CH:48]=1)[CH2:44][N:17]1[C:16]2[CH:15]=[CH:14][C:13]([C:10]3[N:11]=[N:12][N:8]([C:7]([C:1]4[CH:6]=[CH:5][CH:4]=[CH:3][CH:2]=4)([C:26]4[CH:27]=[CH:28][CH:29]=[CH:30][CH:31]=4)[C:32]4[CH:37]=[CH:36][CH:35]=[CH:34][CH:33]=4)[N:9]=3)=[CH:25][C:24]=2[C:23]2[C:18]1=[CH:19][CH:20]=[CH:21][CH:22]=2, predict the reactants needed to synthesize it. The reactants are: [C:1]1([C:7]([C:32]2[CH:37]=[CH:36][CH:35]=[CH:34][CH:33]=2)([C:26]2[CH:31]=[CH:30][CH:29]=[CH:28][CH:27]=2)[N:8]2[N:12]=[N:11][C:10]([C:13]3[CH:14]=[CH:15][C:16]4[NH:17][C:18]5[C:23]([C:24]=4[CH:25]=3)=[CH:22][CH:21]=[CH:20][CH:19]=5)=[N:9]2)[CH:6]=[CH:5][CH:4]=[CH:3][CH:2]=1.[H-].[Na+].[Cl:40][C:41]1[CH:42]=[C:43]([CH:46]=[CH:47][CH:48]=1)[CH2:44]Cl.Cl. (3) Given the product [CH2:22]([N:11]1[C:12]2[C:17](=[CH:16][C:15]([C:18]([F:20])([F:19])[F:21])=[CH:14][CH:13]=2)[C:9]([NH:8][CH2:7][C:6]([NH:5][CH:3]2[CH2:2][N:1]([CH:36]3[CH2:37][CH2:38][CH:33]([CH:30]([CH3:32])[CH3:31])[CH2:34][CH2:35]3)[CH2:4]2)=[O:29])=[N:10]1)[C:23]1[CH:28]=[CH:27][CH:26]=[CH:25][CH:24]=1, predict the reactants needed to synthesize it. The reactants are: [NH:1]1[CH2:4][CH:3]([NH:5][C:6](=[O:29])[CH2:7][NH:8][C:9]2[C:17]3[C:12](=[CH:13][CH:14]=[C:15]([C:18]([F:21])([F:20])[F:19])[CH:16]=3)[N:11]([CH2:22][C:23]3[CH:28]=[CH:27][CH:26]=[CH:25][CH:24]=3)[N:10]=2)[CH2:2]1.[CH:30]([CH:33]1[CH2:38][CH2:37][C:36](=O)[CH2:35][CH2:34]1)([CH3:32])[CH3:31]. (4) The reactants are: [CH:1]1[C:10]2[C:5](=[CH:6][C:7](B(O)O)=[CH:8][CH:9]=2)[CH:4]=[CH:3][N:2]=1.[NH2:14][C:15]1[C:24]2[C:19](=[C:20](Br)[C:21]([CH3:25])=[CH:22][CH:23]=2)[N:18]=[N:17][C:16]=1[C:27]([NH2:29])=[O:28]. Given the product [NH2:14][C:15]1[C:24]2[C:19](=[C:20]([C:7]3[CH:6]=[C:5]4[C:10](=[CH:9][CH:8]=3)[CH:1]=[N:2][CH:3]=[CH:4]4)[C:21]([CH3:25])=[CH:22][CH:23]=2)[N:18]=[N:17][C:16]=1[C:27]([NH2:29])=[O:28], predict the reactants needed to synthesize it.